This data is from Reaction yield outcomes from USPTO patents with 853,638 reactions. The task is: Predict the reaction yield, written as a fraction of the theoretical maximum amount of product (1.0 means a 100% yield; for example, 0.34 means a 34% yield). The reactants are [CH3:1][C:2]1[S:3][CH:4]=[C:5]([CH3:23])[C:6]=1[C:7]1[C:8]([C:15]2[CH:20]=[CH:19][C:18]([OH:21])=[CH:17][C:16]=2[F:22])=[N:9][N:10]([CH3:14])[C:11]=1[C:12]#[N:13].[NH2:24][OH:25].CCOC(C)=O.O. The catalyst is CS(C)=O. The product is [CH3:1][C:2]1[S:3][CH:4]=[C:5]([CH3:23])[C:6]=1[C:7]1[C:8]([C:15]2[CH:20]=[CH:19][C:18]([OH:21])=[CH:17][C:16]=2[F:22])=[N:9][N:10]([CH3:14])[C:11]=1[C:12](=[N:24][OH:25])[NH2:13]. The yield is 0.470.